Predict which catalyst facilitates the given reaction. From a dataset of Catalyst prediction with 721,799 reactions and 888 catalyst types from USPTO. Reactant: [CH2:1]([O:8][C:9]1[CH:18]=[CH:17][C:16]([C@@H:19]([O:22][Si:23]([C:26]([CH3:29])([CH3:28])[CH3:27])([CH3:25])[CH3:24])[CH2:20][Br:21])=[CH:15][C:10]=1[C:11](OC)=[O:12])[C:2]1[CH:7]=[CH:6][CH:5]=[CH:4][CH:3]=1. Product: [CH2:1]([O:8][C:9]1[CH:18]=[CH:17][C:16]([C@@H:19]([O:22][Si:23]([C:26]([CH3:27])([CH3:28])[CH3:29])([CH3:24])[CH3:25])[CH2:20][Br:21])=[CH:15][C:10]=1[CH2:11][OH:12])[C:2]1[CH:3]=[CH:4][CH:5]=[CH:6][CH:7]=1. The catalyst class is: 7.